From a dataset of Forward reaction prediction with 1.9M reactions from USPTO patents (1976-2016). Predict the product of the given reaction. (1) Given the reactants [Br:1][C:2]1[CH:18]=[N:17][C:5]2[N:6]=[C:7]([C:11]3[CH:16]=[CH:15][CH:14]=[CH:13][CH:12]=3)[C:8](=O)[NH:9][C:4]=2[CH:3]=1.P(Cl)(Cl)([Cl:21])=O.C([O-])(O)=O.[Na+], predict the reaction product. The product is: [Br:1][C:2]1[CH:18]=[N:17][C:5]2=[N:6][C:7]([C:11]3[CH:16]=[CH:15][CH:14]=[CH:13][CH:12]=3)=[C:8]([Cl:21])[N:9]=[C:4]2[CH:3]=1. (2) Given the reactants [CH3:1][N:2]1[CH:7]=[CH:6][C:5]2[O:8][CH:9]=[N:10][C:4]=2[C:3]1=[O:11].C1C(=O)N([Br:19])C(=O)C1, predict the reaction product. The product is: [Br:19][C:6]1[C:5]2[O:8][CH:9]=[N:10][C:4]=2[C:3](=[O:11])[N:2]([CH3:1])[CH:7]=1. (3) Given the reactants [N:1]1[CH:6]=[CH:5][CH:4]=[C:3]([CH:7]=[O:8])[CH:2]=1.[CH3:9][C:10](=[N:14]O)[C:11](=O)[CH3:12].[ClH:16].C(OCC)(=O)C, predict the reaction product. The product is: [Cl:16][CH2:9][C:10]1[N:14]=[C:7]([C:3]2[CH:2]=[N:1][CH:6]=[CH:5][CH:4]=2)[O:8][C:11]=1[CH3:12]. (4) Given the reactants [F:1][C:2]1[CH:8]=[C:7]([N+:9]([O-:11])=[O:10])[CH:6]=[CH:5][C:3]=1[NH2:4].[C:12](O[C:12]([O:14][C:15]([CH3:18])([CH3:17])[CH3:16])=[O:13])([O:14][C:15]([CH3:18])([CH3:17])[CH3:16])=[O:13].C(N(CC)CC)C, predict the reaction product. The product is: [C:15]([O:14][C:12]([NH:4][C:3]1[CH:5]=[CH:6][C:7]([N+:9]([O-:11])=[O:10])=[CH:8][C:2]=1[F:1])=[O:13])([CH3:18])([CH3:17])[CH3:16]. (5) Given the reactants [CH3:1][C:2]([O:5][C:6]([NH:8][C@H:9]([C:13](N(C)OC)=[O:14])[CH:10]([CH3:12])[CH3:11])=[O:7])([CH3:4])[CH3:3].[H-].[H-].[H-].[H-].[Li+].[Al+3].O, predict the reaction product. The product is: [CH:13]([C@@H:9]([NH:8][C:6](=[O:7])[O:5][C:2]([CH3:1])([CH3:4])[CH3:3])[CH:10]([CH3:12])[CH3:11])=[O:14]. (6) Given the reactants [NH2:1][C@H:2]1[CH2:6][CH2:5][N:4]([CH2:7][CH2:8][C@@H:9]2[CH2:13][S:12][C:11]([C:14]3[NH:15][C:16]4[C:21]([CH:22]=3)=[CH:20][C:19]([Cl:23])=[CH:18][C:17]=4[NH:24][CH:25]3[CH2:30][CH2:29][O:28][CH2:27][CH2:26]3)=[N:10]2)[CH2:3]1.C(N(C(C)C)CC)(C)C.[C:40](Cl)(=[O:42])[CH3:41].O, predict the reaction product. The product is: [Cl:23][C:19]1[CH:20]=[C:21]2[C:16](=[C:17]([NH:24][CH:25]3[CH2:30][CH2:29][O:28][CH2:27][CH2:26]3)[CH:18]=1)[NH:15][C:14]([C:11]1[S:12][CH2:13][C@@H:9]([CH2:8][CH2:7][N:4]3[CH2:5][CH2:6][C@H:2]([NH:1][C:40](=[O:42])[CH3:41])[CH2:3]3)[N:10]=1)=[CH:22]2. (7) Given the reactants [Br:1][C:2]1[C:7]([Cl:8])=[C:6]([CH2:9][C:10]2[CH:15]=[CH:14][C:13]([O:16][CH2:17][CH3:18])=[CH:12][CH:11]=2)[CH:5]=[C:4]([C@H:19]2[C@H:24]([O:25][CH2:26][C:27]3[CH:32]=[CH:31][CH:30]=[CH:29][CH:28]=3)[C@@H:23]([O:33][CH2:34][C:35]3[CH:40]=[CH:39][CH:38]=[CH:37][CH:36]=3)[C@H:22]([O:41][CH2:42][C:43]3[CH:48]=[CH:47][CH:46]=[CH:45][CH:44]=3)[C@@H:21]([CH2:49][O:50][CH2:51][C:52]3[CH:57]=[CH:56][CH:55]=[CH:54][CH:53]=3)[O:20]2)[C:3]=1[OH:58].C([O-])([O-])=O.[K+].[K+].Br[CH2:66][CH2:67][CH2:68][OH:69], predict the reaction product. The product is: [Br:1][C:2]1[C:7]([Cl:8])=[C:6]([CH2:9][C:10]2[CH:15]=[CH:14][C:13]([O:16][CH2:17][CH3:18])=[CH:12][CH:11]=2)[CH:5]=[C:4]([C@H:19]2[C@H:24]([O:25][CH2:26][C:27]3[CH:32]=[CH:31][CH:30]=[CH:29][CH:28]=3)[C@@H:23]([O:33][CH2:34][C:35]3[CH:40]=[CH:39][CH:38]=[CH:37][CH:36]=3)[C@H:22]([O:41][CH2:42][C:43]3[CH:44]=[CH:45][CH:46]=[CH:47][CH:48]=3)[C@@H:21]([CH2:49][O:50][CH2:51][C:52]3[CH:53]=[CH:54][CH:55]=[CH:56][CH:57]=3)[O:20]2)[C:3]=1[O:58][CH2:66][CH2:67][CH2:68][OH:69]. (8) The product is: [CH:32]1([C:16]2[C:17]3[S:25][C:24]([C:26]([O:28][CH3:29])=[O:27])=[C:23]([CH3:30])[C:18]=3[N:19]([CH2:20][O:21][CH3:22])[C:15]=2[C:10]2[CH:11]=[CH:12][CH:13]=[CH:14][C:9]=2[OH:8])[CH2:33][CH2:34][CH2:35][CH2:36][CH2:37]1. Given the reactants C([O:8][C:9]1[CH:14]=[CH:13][CH:12]=[CH:11][C:10]=1[C:15]1[N:19]([CH2:20][O:21][CH3:22])[C:18]2[C:23]([CH:30]=O)=[C:24]([C:26]([O:28][CH3:29])=[O:27])[S:25][C:17]=2[C:16]=1[CH:32]1[CH2:37][CH2:36][CH2:35][CH2:34][CH2:33]1)C1C=CC=CC=1, predict the reaction product. (9) Given the reactants [C:1]([C:4]1[CH:9]=[CH:8][C:7]([C:10](=[O:12])[CH3:11])=[CH:6][CH:5]=1)(=[O:3])[CH3:2].[Br:13]Br, predict the reaction product. The product is: [C:10]([C:7]1[CH:8]=[CH:9][C:4]([C:1](=[O:3])[CH2:2][Br:13])=[CH:5][CH:6]=1)(=[O:12])[CH3:11]. (10) Given the reactants [Cl:1][C:2]1[CH:9]=[CH:8][C:5]([CH:6]=[O:7])=[C:4]([N+:10]([O-])=O)[CH:3]=1.C(O)C.Cl, predict the reaction product. The product is: [Cl:1][C:2]1[CH:9]=[CH:8][C:5]([CH:6]=[O:7])=[C:4]([NH2:10])[CH:3]=1.